This data is from Catalyst prediction with 721,799 reactions and 888 catalyst types from USPTO. The task is: Predict which catalyst facilitates the given reaction. (1) Reactant: [C:1]([O:5][C:6]([N:8]1[CH2:13][CH2:12][N:11]([C:14](=[O:58])[C@@H:15]([NH:40]C(OCC2C3C=CC=CC=3C3C2=CC=CC=3)=O)[CH2:16][CH2:17][CH2:18][NH:19]/[C:20](/[NH2:39])=[N:21]/[S:22]([C:25]2[C:26]([CH3:38])=[C:27]([CH3:37])[C:28]3[O:32][C:31]([CH3:34])([CH3:33])[CH2:30][C:29]=3[C:35]=2[CH3:36])(=[O:24])=[O:23])[CH2:10][CH2:9]1)=[O:7])([CH3:4])([CH3:3])[CH3:2].N1CCCCC1. Product: [C:1]([O:5][C:6]([N:8]1[CH2:13][CH2:12][N:11]([C:14](=[O:58])[C@@H:15]([NH2:40])[CH2:16][CH2:17][CH2:18][NH:19]/[C:20](/[NH2:39])=[N:21]/[S:22]([C:25]2[C:26]([CH3:38])=[C:27]([CH3:37])[C:28]3[O:32][C:31]([CH3:33])([CH3:34])[CH2:30][C:29]=3[C:35]=2[CH3:36])(=[O:23])=[O:24])[CH2:10][CH2:9]1)=[O:7])([CH3:4])([CH3:2])[CH3:3]. The catalyst class is: 25. (2) Reactant: Cl[C:2]1[CH:3]=[CH:4][C:5]([N+:14]([O-:16])=[O:15])=[C:6]([N:8]2[CH2:13][CH2:12][CH2:11][CH2:10][CH2:9]2)[CH:7]=1.[CH3:17][N:18]1[CH2:23][CH2:22][NH:21][CH2:20][CH2:19]1. Product: [CH3:17][N:18]1[CH2:23][CH2:22][N:21]([C:2]2[CH:3]=[CH:4][C:5]([N+:14]([O-:16])=[O:15])=[C:6]([N:8]3[CH2:13][CH2:12][CH2:11][CH2:10][CH2:9]3)[CH:7]=2)[CH2:20][CH2:19]1. The catalyst class is: 6. (3) Reactant: [CH3:1][O:2][C:3](=[O:17])[C:4]1[CH:9]=[C:8]([CH3:10])[C:7]([N+:11]([O-:13])=[O:12])=[CH:6][C:5]=1[N+:14]([O-:16])=[O:15].CO[CH:20](OC)[N:21]([CH3:23])[CH3:22]. Product: [CH3:1][O:2][C:3](=[O:17])[C:4]1[CH:9]=[C:8]([CH:10]=[CH:20][N:21]([CH3:23])[CH3:22])[C:7]([N+:11]([O-:13])=[O:12])=[CH:6][C:5]=1[N+:14]([O-:16])=[O:15]. The catalyst class is: 11. (4) Reactant: [Br:1][C:2]1[C:11]2[C:10]([CH3:13])([CH3:12])[CH2:9][CH:8]=[C:7]([CH:14]([CH3:16])[CH3:15])[C:6]=2[CH:5]=[C:4]([C:17]([CH3:28])=[C:18]([F:27])[CH:19]=[CH:20][C:21]([CH3:26])=[CH:22][C:23]([O-:25])=[O:24])[C:3]=1[O:29][CH3:30].[OH-].[Na+]. The catalyst class is: 8. Product: [Br:1][C:2]1[C:11]2[C:10]([CH3:13])([CH3:12])[CH2:9][CH:8]=[C:7]([CH:14]([CH3:16])[CH3:15])[C:6]=2[CH:5]=[C:4]([C:17]([CH3:28])=[C:18]([F:27])[CH:19]=[CH:20][C:21]([CH3:26])=[CH:22][C:23]([OH:25])=[O:24])[C:3]=1[O:29][CH3:30]. (5) Product: [Br:1][C:19]1[CH:20]=[C:21]([N+:22]([O-:24])=[O:23])[C:13]([CH3:12])=[C:14]([CH:18]=1)[C:15]([OH:17])=[O:16]. Reactant: [Br:1]N1C(C)(C)C(=O)N(Br)C1=O.[CH3:12][C:13]1[C:21]([N+:22]([O-:24])=[O:23])=[CH:20][CH:19]=[CH:18][C:14]=1[C:15]([OH:17])=[O:16]. The catalyst class is: 82.